From a dataset of Full USPTO retrosynthesis dataset with 1.9M reactions from patents (1976-2016). Predict the reactants needed to synthesize the given product. (1) Given the product [Br:24][C:20]1[CH:19]=[C:18]([C:11]2([C:25]3[CH:30]=[CH:29][C:28]([O:31][S:32]([CH3:35])(=[O:34])=[O:33])=[CH:27][CH:26]=3)[C:12]3[C:17](=[CH:16][CH:15]=[CH:14][CH:13]=3)[C:9]([NH:8][C:3]([O:5][C:40]([CH3:39])([CH3:41])[CH3:42])=[O:4])=[N:10]2)[CH:23]=[CH:22][CH:21]=1, predict the reactants needed to synthesize it. The reactants are: FC(F)(F)[C:3]([OH:5])=[O:4].[NH2:8][C:9]1[C:17]2[C:12](=[CH:13][CH:14]=[CH:15][CH:16]=2)[C:11]([C:25]2[CH:30]=[CH:29][C:28]([O:31][S:32]([CH3:35])(=[O:34])=[O:33])=[CH:27][CH:26]=2)([C:18]2[CH:23]=[CH:22][CH:21]=[C:20]([Br:24])[CH:19]=2)[N:10]=1.N1[CH:41]=[CH:40][CH:39]=CC=1.[CH3:42]S(Cl)(=O)=O. (2) Given the product [CH3:21][O:22][C:23]1[CH:24]=[C:25]([CH:29]=[CH:30][C:31]=1[O:32][CH3:33])[CH2:26][CH2:27][N:15]1[CH2:16][C:17](=[O:18])[N:13]([C:11]2[CH:10]=[N:9][N:8]([CH2:7][C:6]3[C:2]([CH3:1])=[N:3][O:4][C:5]=3[CH3:20])[CH:12]=2)[C:14]1=[O:19], predict the reactants needed to synthesize it. The reactants are: [CH3:1][C:2]1[C:6]([CH2:7][N:8]2[CH:12]=[C:11]([N:13]3[C:17](=[O:18])[CH2:16][NH:15][C:14]3=[O:19])[CH:10]=[N:9]2)=[C:5]([CH3:20])[O:4][N:3]=1.[CH3:21][O:22][C:23]1[CH:24]=[C:25]([CH:29]=[CH:30][C:31]=1[O:32][CH3:33])[CH2:26][CH2:27]Br. (3) The reactants are: Cl.C[O:3][C:4]([C:6]1[C:7]2[CH2:8][NH:9][CH2:10][C:11]=2[CH:12]=[CH:13][CH:14]=1)=[O:5].[OH-].[Li+].Cl. Given the product [CH2:10]1[C:11]2[CH:12]=[CH:13][CH:14]=[C:6]([C:4]([OH:5])=[O:3])[C:7]=2[CH2:8][NH:9]1, predict the reactants needed to synthesize it. (4) Given the product [C:1]([O:5][C:6]([N:8]1[CH2:13][C@@H:12]([C:14](=[O:37])[NH:15][CH2:16][C:17]2([CH2:31][CH2:32][CH2:33][CH2:34][O:35][CH3:36])[C:30]3[CH:29]=[CH:28][CH:27]=[CH:26][C:25]=3[O:24][C:23]3[C:18]2=[CH:19][CH:20]=[CH:21][CH:22]=3)[CH2:11][C@@H:10]([N:38]([CH2:39][CH:40]2[CH2:41][CH2:42]2)[C:51](=[O:52])[CH2:50][C:47]2[CH:48]=[CH:49][N:44]=[CH:45][CH:46]=2)[CH2:9]1)=[O:7])([CH3:4])([CH3:2])[CH3:3], predict the reactants needed to synthesize it. The reactants are: [C:1]([O:5][C:6]([N:8]1[CH2:13][C@@H:12]([C:14](=[O:37])[NH:15][CH2:16][C:17]2([CH2:31][CH2:32][CH2:33][CH2:34][O:35][CH3:36])[C:30]3[CH:29]=[CH:28][CH:27]=[CH:26][C:25]=3[O:24][C:23]3[C:18]2=[CH:19][CH:20]=[CH:21][CH:22]=3)[CH2:11][C@@H:10]([NH:38][CH2:39][CH:40]2[CH2:42][CH2:41]2)[CH2:9]1)=[O:7])([CH3:4])([CH3:3])[CH3:2].Cl.[N:44]1[CH:49]=[CH:48][C:47]([CH2:50][C:51](O)=[O:52])=[CH:46][CH:45]=1. (5) Given the product [Cl:1][C:2]1[C:7]2[N:8]=[C:9]([N:11]3[C:15](=[O:16])[C:14](=[CH:25][N:26]([CH3:28])[CH3:27])[C:13]([C:17]4[CH:22]=[CH:21][CH:20]=[CH:19][CH:18]=4)=[N:12]3)[S:10][C:6]=2[CH:5]=[CH:4][CH:3]=1, predict the reactants needed to synthesize it. The reactants are: [Cl:1][C:2]1[C:7]2[N:8]=[C:9]([N:11]3[C:15](=[O:16])[CH:14]=[C:13]([C:17]4[CH:22]=[CH:21][CH:20]=[CH:19][CH:18]=4)[NH:12]3)[S:10][C:6]=2[CH:5]=[CH:4][CH:3]=1.CO[CH:25](OC)[N:26]([CH3:28])[CH3:27]. (6) Given the product [CH3:1][O:2][C:3](=[O:15])[CH2:4][C:5]1[C:13]2[C:8](=[CH:9][CH:10]=[C:11]([O:14][CH2:27][CH2:26][O:25][C:22](=[O:24])[CH3:23])[CH:12]=2)[NH:7][CH:6]=1, predict the reactants needed to synthesize it. The reactants are: [CH3:1][O:2][C:3](=[O:15])[CH2:4][C:5]1[C:13]2[C:8](=[CH:9][CH:10]=[C:11]([OH:14])[CH:12]=2)[NH:7][CH:6]=1.C(=O)([O-])[O-].[Cs+].[Cs+].[C:22]([O:25][CH2:26][CH2:27]Br)(=[O:24])[CH3:23]. (7) Given the product [CH3:1][N:2]1[C:6]([CH3:7])=[CH:5][C:4]([NH:8][C:9]2[N:14]=[C:13]([NH:15][CH:16]3[CH2:21][CH2:20][NH:19][CH2:18][CH:17]3[CH2:29][CH3:30])[CH:12]=[CH:11][N:10]=2)=[N:3]1, predict the reactants needed to synthesize it. The reactants are: [CH3:1][N:2]1[C:6]([CH3:7])=[CH:5][C:4]([NH:8][C:9]2[N:14]=[C:13]([NH:15][CH:16]3[CH2:21][CH2:20][N:19](C(OC(C)(C)C)=O)[CH2:18][CH:17]3[CH2:29][CH3:30])[CH:12]=[CH:11][N:10]=2)=[N:3]1.Cl.CCOC(C)=O. (8) Given the product [Cl:10][C:11]1[N:19]=[CH:18][C:17]([Cl:20])=[CH:16][C:12]=1[C:13]([NH:5][CH3:3])=[O:14], predict the reactants needed to synthesize it. The reactants are: CN.[CH2:3]([N:5](CC)CC)C.[Cl:10][C:11]1[N:19]=[CH:18][C:17]([Cl:20])=[CH:16][C:12]=1[C:13](Cl)=[O:14].